From a dataset of Full USPTO retrosynthesis dataset with 1.9M reactions from patents (1976-2016). Predict the reactants needed to synthesize the given product. (1) Given the product [Br:12][C:13]1[CH:18]=[C:17]([F:19])[CH:16]=[CH:15][C:14]=1[O:20][CH2:8][C:9]([CH3:11])=[CH2:10], predict the reactants needed to synthesize it. The reactants are: C(=O)([O-])[O-].[K+].[K+].Cl[CH2:8][C:9]([CH3:11])=[CH2:10].[Br:12][C:13]1[CH:18]=[C:17]([F:19])[CH:16]=[CH:15][C:14]=1[OH:20]. (2) The reactants are: [CH3:1][O:2][CH2:3][CH2:4][CH2:5][CH2:6][CH2:7][CH2:8][CH2:9][CH2:10][NH:11][C:12]1[CH:17]=[CH:16][N:15]=[CH:14][CH:13]=1.[I:18][CH3:19]. Given the product [I-:18].[CH3:1][O:2][CH2:3][CH2:4][CH2:5][CH2:6][CH2:7][CH2:8][CH2:9][CH2:10][NH:11][C:12]1[CH:13]=[CH:14][N+:15]([CH3:19])=[CH:16][CH:17]=1, predict the reactants needed to synthesize it. (3) Given the product [Cl:13][C:14]1[CH:19]=[CH:18][C:17]([N:20]2[CH2:21][CH2:22][N:23]([CH:11]([C:4]3[C:5]4[C:10](=[CH:9][CH:8]=[CH:7][CH:6]=4)[N:1]=[CH:2][CH:3]=3)[CH3:31])[CH2:24][CH2:25]2)=[CH:16][C:15]=1[O:26][CH3:27], predict the reactants needed to synthesize it. The reactants are: [N:1]1[C:10]2[C:5](=[CH:6][CH:7]=[CH:8][CH:9]=2)[C:4]([CH:11]=O)=[CH:3][CH:2]=1.[Cl:13][C:14]1[CH:19]=[CH:18][C:17]([N:20]2[CH2:25][CH2:24][NH:23][CH2:22][CH2:21]2)=[CH:16][C:15]=1[O:26][CH3:27].N1C2C=CC=C[C:31]=2N=N1.C[Mg]Cl.C1COCC1. (4) Given the product [C:49]([OH:2])(=[O:48])[CH3:51].[NH2:35][C:34]1[C:29]([N:27]2[C:26](=[O:38])[NH:25][C:24]([CH:23]([NH:39][C:40]3[CH:41]=[CH:42][C:43]([C:46]([NH2:50])=[NH:47])=[CH:44][CH:45]=3)[C:17]3[CH:18]=[C:19]([O:21][CH3:22])[CH:20]=[C:15]([O:14][CH2:13][CH2:12][OH:11])[C:16]=3[F:52])=[N:28]2)=[N:30][CH:31]=[CH:32][CH:33]=1, predict the reactants needed to synthesize it. The reactants are: C[OH:2].O.[Si]([O:11][CH2:12][CH2:13][O:14][C:15]1[C:16]([F:52])=[C:17]([CH:23]([NH:39][C:40]2[CH:45]=[CH:44][C:43]([C:46]3[N:50]=[C:49]([CH3:51])[O:48][N:47]=3)=[CH:42][CH:41]=2)[C:24]2[NH:25][C:26](=[O:38])[N:27]([C:29]3[C:34]([N+:35]([O-])=O)=[CH:33][CH:32]=[CH:31][N:30]=3)[N:28]=2)[CH:18]=[C:19]([O:21][CH3:22])[CH:20]=1)(C(C)(C)C)(C)C. (5) Given the product [Cl:1][C:2]1[CH:3]=[C:4]([NH:16][C:17]2[C:26]3[C:21](=[CH:22][CH:23]=[CH:24][C:25]=3[O:27][CH2:28][CH2:29][N:30]([CH2:31][CH2:32][CH3:33])[C:34](=[O:36])[CH3:35])[N:20]=[CH:19][N:18]=2)[CH:5]=[CH:6][C:7]=1[O:8][CH2:9][C:10]1[CH:15]=[CH:14][CH:13]=[CH:12][N:11]=1, predict the reactants needed to synthesize it. The reactants are: [Cl:1][C:2]1[CH:3]=[C:4]([NH:16][C:17]2[C:26]3[C:21](=[CH:22][CH:23]=[CH:24][C:25]=3[O:27][CH2:28][CH2:29][NH:30][CH2:31][CH2:32][CH3:33])[N:20]=[CH:19][N:18]=2)[CH:5]=[CH:6][C:7]=1[O:8][CH2:9][C:10]1[CH:15]=[CH:14][CH:13]=[CH:12][N:11]=1.[C:34](Cl)(=[O:36])[CH3:35]. (6) Given the product [CH3:11][C:10]([CH2:12][C:13]([CH3:16])([CH3:15])[CH3:14])=[CH2:9].[CH2:1]=[CH:2][C:3]1[CH:8]=[CH:7][CH:6]=[CH:5][CH:4]=1, predict the reactants needed to synthesize it. The reactants are: [CH2:1]=[CH:2][C:3]1[CH:8]=[CH:7][CH:6]=[CH:5][CH:4]=1.[CH3:9][C:10]([CH2:12][C:13]([CH3:16])([CH3:15])[CH3:14])=[CH2:11].C(OCCCO)(=O)C=C.C[C@@]12C(C(C([O-])=O)=C)C[C@H](C1(C)C)CC2.C(OCCCC)(=O)C=C. (7) Given the product [CH3:1][C:2]1[CH:3]=[C:4]([N:11]2[N:12]=[CH:13][CH:14]=[N:15]2)[C:5]([C:8]([OH:10])=[O:9])=[N:6][CH:7]=1, predict the reactants needed to synthesize it. The reactants are: [CH3:1][C:2]1[CH:3]=[C:4]([N:11]2[N:15]=[CH:14][CH:13]=[N:12]2)[C:5]([C:8]([O-:10])=[O:9])=[N:6][CH:7]=1.[Na+].[OH-].[Na+]. (8) Given the product [Si:5]([O:10][C:11]1[CH:12]=[C:13]2[C:18](=[CH:19][CH:20]=1)[C:17]([CH3:22])([CH3:21])[NH:16][CH:15]([C:23]([O:25][CH3:26])=[O:24])[CH2:14]2)([C:1]([CH3:4])([CH3:3])[CH3:2])([CH3:7])[CH3:6], predict the reactants needed to synthesize it. The reactants are: [C:1]([Si:5](Cl)([CH3:7])[CH3:6])([CH3:4])([CH3:3])[CH3:2].Cl.[OH:10][C:11]1[CH:12]=[C:13]2[C:18](=[CH:19][CH:20]=1)[C:17]([CH3:22])([CH3:21])[NH:16][CH:15]([C:23]([O:25][CH3:26])=[O:24])[CH2:14]2.C([O-])([O-])=O.[K+].[K+].N1C=CN=C1.